This data is from Catalyst prediction with 721,799 reactions and 888 catalyst types from USPTO. The task is: Predict which catalyst facilitates the given reaction. Reactant: [O:1]1[CH2:4][CH:3]([N:5]2[CH2:10][CH2:9][N:8]([C:11]3[CH:16]=[CH:15][C:14]([NH:17][C:18]4[N:23]=[CH:22][N:21]=[C:20]([C:24]5[CH:25]=[CH:26][C:27]([O:32][C@@H:33]6[CH2:37][CH2:36][NH:35][CH2:34]6)=[C:28]([CH:31]=5)[C:29]#[N:30])[N:19]=4)=[CH:13][CH:12]=3)[CH2:7][CH2:6]2)[CH2:2]1.C(N(CC)C(C)C)(C)C.[C:47](Cl)(=[O:49])[CH3:48]. Product: [C:47]([N:35]1[CH2:36][CH2:37][C@@H:33]([O:32][C:27]2[CH:26]=[CH:25][C:24]([C:20]3[N:19]=[C:18]([NH:17][C:14]4[CH:15]=[CH:16][C:11]([N:8]5[CH2:7][CH2:6][N:5]([CH:3]6[CH2:4][O:1][CH2:2]6)[CH2:10][CH2:9]5)=[CH:12][CH:13]=4)[N:23]=[CH:22][N:21]=3)=[CH:31][C:28]=2[C:29]#[N:30])[CH2:34]1)(=[O:49])[CH3:48]. The catalyst class is: 4.